This data is from Full USPTO retrosynthesis dataset with 1.9M reactions from patents (1976-2016). The task is: Predict the reactants needed to synthesize the given product. (1) Given the product [Br:34][CH2:2][CH2:3][CH2:4][CH:5]1[C:14]2[C:9](=[CH:10][CH:11]=[CH:12][CH:13]=2)[CH2:8][CH2:7][CH2:6]1, predict the reactants needed to synthesize it. The reactants are: O[CH2:2][CH2:3][CH2:4][CH:5]1[C:14]2[C:9](=[CH:10][CH:11]=[CH:12][CH:13]=2)[CH2:8][CH2:7][CH2:6]1.C1(P(C2C=CC=CC=2)C2C=CC=CC=2)C=CC=CC=1.[Br:34]N1C(=O)CCC1=O. (2) Given the product [Cl:13][C:10]1[CH:9]=[CH:8][C:7]([C:5]2[S:4][C:3]([C:14]([NH:16][C:17]3([C:23]([OH:25])=[O:24])[CH2:18][CH2:19][CH2:20][CH2:21][CH2:22]3)=[O:15])=[C:2]([NH:1][C:28]([NH:27][C:30]3[C:31]([CH3:38])=[CH:32][C:33]([CH3:37])=[CH:34][C:35]=3[CH3:36])=[O:29])[CH:6]=2)=[CH:12][CH:11]=1, predict the reactants needed to synthesize it. The reactants are: [NH2:1][C:2]1[CH:6]=[C:5]([C:7]2[CH:12]=[CH:11][C:10]([Cl:13])=[CH:9][CH:8]=2)[S:4][C:3]=1[C:14]([NH:16][C:17]1([C:23]([O:25]C)=[O:24])[CH2:22][CH2:21][CH2:20][CH2:19][CH2:18]1)=[O:15].[N:27]([C:30]1[C:35]([CH3:36])=[CH:34][C:33]([CH3:37])=[CH:32][C:31]=1[CH3:38])=[C:28]=[O:29].[OH-].[Li+].Cl. (3) Given the product [Br:1][C:2]1[CH:7]=[CH:6][C:5]([S:14][CH2:12][CH3:13])=[CH:4][C:3]=1[CH:9]([F:11])[F:10], predict the reactants needed to synthesize it. The reactants are: [Br:1][C:2]1[CH:7]=[CH:6][C:5](F)=[CH:4][C:3]=1[CH:9]([F:11])[F:10].[CH2:12]([S-:14])[CH3:13].[Na+].O.